This data is from Forward reaction prediction with 1.9M reactions from USPTO patents (1976-2016). The task is: Predict the product of the given reaction. (1) Given the reactants [CH2:1]([O:8][CH2:9][C:10]1([CH2:14][OH:15])[CH2:13][O:12][CH2:11]1)[C:2]1[CH:7]=[CH:6][CH:5]=[CH:4][CH:3]=1.C(N(CC)CC)C.[CH3:23][S:24](Cl)(=[O:26])=[O:25], predict the reaction product. The product is: [CH3:23][S:24]([O:15][CH2:14][C:10]1([CH2:9][O:8][CH2:1][C:2]2[CH:3]=[CH:4][CH:5]=[CH:6][CH:7]=2)[CH2:13][O:12][CH2:11]1)(=[O:26])=[O:25]. (2) Given the reactants [CH:1]([C:3]1[CH:4]=[CH:5][C:6]2[O:10][C:9]([C:11]([O:13][CH2:14][CH3:15])=[O:12])=[CH:8][C:7]=2[CH:16]=1)=[O:2].S(=O)(=O)([OH:19])N.Cl([O-])=O.[Na+], predict the reaction product. The product is: [C:1]([C:3]1[CH:4]=[CH:5][C:6]2[O:10][C:9]([C:11]([O:13][CH2:14][CH3:15])=[O:12])=[CH:8][C:7]=2[CH:16]=1)([OH:19])=[O:2]. (3) The product is: [Br:1][C:2]1[CH:3]=[CH:4][C:5]([C:8]([N:19]([CH3:20])[CH3:18])=[O:10])=[N:6][CH:7]=1. Given the reactants [Br:1][C:2]1[CH:3]=[CH:4][C:5]([C:8]([OH:10])=O)=[N:6][CH:7]=1.C(Cl)(=O)C(Cl)=O.Cl.[CH3:18][NH:19][CH3:20].C(N(CC)CC)C, predict the reaction product. (4) Given the reactants [O-]P([O-])([O-])=O.[K+].[K+].[K+].CC(C1C=C(C(C)C)C(C2C=CC=CC=2P(C2CCCCC2)C2CCCCC2)=C(C(C)C)C=1)C.Br[C:44]1[CH:49]=[CH:48][N:47]=[CH:46][N:45]=1.[NH2:50][C:51]1[C:55]([C:56](=[O:58])[NH2:57])=[CH:54][N:53]([C:59]2([CH2:72][C:73]#[N:74])[CH2:64][CH2:63][N:62]([C:65]([O:67][C:68]([CH3:71])([CH3:70])[CH3:69])=[O:66])[CH2:61][CH2:60]2)[N:52]=1, predict the reaction product. The product is: [C:56]([C:55]1[C:51]([NH:50][C:44]2[CH:49]=[CH:48][N:47]=[CH:46][N:45]=2)=[N:52][N:53]([C:59]2([CH2:72][C:73]#[N:74])[CH2:64][CH2:63][N:62]([C:65]([O:67][C:68]([CH3:69])([CH3:70])[CH3:71])=[O:66])[CH2:61][CH2:60]2)[CH:54]=1)(=[O:58])[NH2:57]. (5) Given the reactants [H-].[Na+].[F:3][C:4]1[CH:9]=[CH:8][C:7]([C:10](=[O:13])[CH2:11][CH3:12])=[C:6]([OH:14])[CH:5]=1.Br[CH2:16][C:17]#[CH:18], predict the reaction product. The product is: [F:3][C:4]1[CH:9]=[CH:8][C:7]([C:10](=[O:13])[CH2:11][CH3:12])=[C:6]([O:14][CH2:18][C:17]#[CH:16])[CH:5]=1. (6) Given the reactants [OH:1][CH:2]1[CH2:7][CH2:6][N:5]([C:8]([O:10][C:11]([CH3:14])([CH3:13])[CH3:12])=[O:9])[CH2:4][CH2:3]1.[Br:15][C:16]1[CH:21]=[CH:20][C:19](O)=[CH:18][CH:17]=1, predict the reaction product. The product is: [C:11]([O:10][C:8]([N:5]1[CH2:4][CH2:3][CH:2]([O:1][C:19]2[CH:20]=[CH:21][C:16]([Br:15])=[CH:17][CH:18]=2)[CH2:7][CH2:6]1)=[O:9])([CH3:14])([CH3:13])[CH3:12]. (7) Given the reactants [O:1]1[C:6]([CH2:7][OH:8])=[CH:5][CH2:4][CH2:3][CH2:2]1.[CH:9]1([C:12]2[CH:17]=[CH:16][C:15](O)=[CH:14][CH:13]=2)[CH2:11][CH2:10]1.C(P(CCCC)CCCC)CCC.N(C(N1CCCCC1)=O)=NC(N1CCCCC1)=O, predict the reaction product. The product is: [CH:9]1([C:12]2[CH:17]=[CH:16][C:15]([O:8][CH2:7][C:6]3[O:1][CH2:2][CH2:3][CH2:4][CH:5]=3)=[CH:14][CH:13]=2)[CH2:11][CH2:10]1. (8) Given the reactants [CH3:1][C:2]([Si:5]([CH3:28])([CH3:27])[O:6][C@H:7]1[C@H:12]([N:13]2[C:17](=[O:18])[CH2:16][O:15][C:14]2=[O:19])[CH2:11][CH2:10][N:9](C(OC(C)(C)C)=O)[CH2:8]1)([CH3:4])[CH3:3].[C:29]([OH:35])([C:31]([F:34])([F:33])[F:32])=[O:30], predict the reaction product. The product is: [OH:35][C:29]([C:31]([F:34])([F:33])[F:32])=[O:30].[CH3:4][C:2]([Si:5]([CH3:28])([CH3:27])[O:6][C@H:7]1[C@H:12]([N:13]2[C:17](=[O:18])[CH2:16][O:15][C:14]2=[O:19])[CH2:11][CH2:10][NH:9][CH2:8]1)([CH3:1])[CH3:3]. (9) Given the reactants [I:1][C:2]1[CH:8]=[CH:7][C:5]([NH2:6])=[C:4]([CH3:9])[CH:3]=1.C(OC(=O)C)(=O)C.C([O-])(=O)C.[K+].C(O[N:28]=O)CC(C)C.C(N(CC)CC)C.[C:37]([O:41][C:42]([O:44]C(OC(C)(C)C)=O)=O)([CH3:40])([CH3:39])[CH3:38].CN(C1C=CC=CN=1)C, predict the reaction product. The product is: [I:1][C:2]1[CH:3]=[C:4]2[C:5](=[CH:7][CH:8]=1)[N:6]([C:42]([O:41][C:37]([CH3:40])([CH3:39])[CH3:38])=[O:44])[N:28]=[CH:9]2.